This data is from Full USPTO retrosynthesis dataset with 1.9M reactions from patents (1976-2016). The task is: Predict the reactants needed to synthesize the given product. (1) Given the product [F:18][C:13]1[CH:14]=[CH:15][CH:16]=[CH:17][C:12]=1[C:11]1[NH:2][C:1](=[O:20])[C:3]2[C:7]([CH3:8])=[N:6][N:5]([CH3:9])[C:4]=2[N:10]=1, predict the reactants needed to synthesize it. The reactants are: [C:1]([C:3]1[C:7]([CH3:8])=[N:6][N:5]([CH3:9])[C:4]=1[NH:10][C:11](=O)[C:12]1[CH:17]=[CH:16][CH:15]=[CH:14][C:13]=1[F:18])#[N:2].[OH:20]O.Cl. (2) Given the product [Br:1][C:2]1[CH:7]=[C:6]([CH2:8][NH:9][C:10]2[CH:27]=[CH:26][CH:25]=[CH:24][C:11]=2[C:12]([NH:14][C:15]2[CH:16]=[C:17]3[C:21](=[CH:22][CH:23]=2)[N:20]([CH3:28])[N:19]=[CH:18]3)=[O:13])[CH:5]=[CH:4][N:3]=1.[Br:1][C:2]1[CH:7]=[C:6]([CH2:8][NH:9][C:10]2[CH:27]=[CH:26][CH:25]=[CH:24][C:11]=2[C:12]([NH:14][C:15]2[CH:23]=[CH:22][C:21]3[C:17](=[CH:18][N:19]([CH3:28])[N:20]=3)[CH:16]=2)=[O:13])[CH:5]=[CH:4][N:3]=1, predict the reactants needed to synthesize it. The reactants are: [Br:1][C:2]1[CH:7]=[C:6]([CH2:8][NH:9][C:10]2[CH:27]=[CH:26][CH:25]=[CH:24][C:11]=2[C:12]([NH:14][C:15]2[CH:16]=[C:17]3[C:21](=[CH:22][CH:23]=2)[NH:20][N:19]=[CH:18]3)=[O:13])[CH:5]=[CH:4][N:3]=1.[C:28](=O)([O-])[O-].[Cs+].[Cs+].CI. (3) Given the product [CH2:1]([O:8][C@@H:9]1[C@H:13]([O:14][CH2:15][C:16]2[CH:17]=[CH:18][CH:19]=[CH:20][CH:21]=2)[C@@H:12]([CH2:22][O:23][CH2:24][C:25]2[CH:30]=[CH:29][CH:28]=[CH:27][CH:26]=2)[O:11][C@H:10]1[C:32]1[N:40]2[C:35]([C:36]([S:41][CH3:42])=[N:37][CH:38]=[N:39]2)=[N:34][CH:33]=1)[C:2]1[CH:7]=[CH:6][CH:5]=[CH:4][CH:3]=1, predict the reactants needed to synthesize it. The reactants are: [CH2:1]([O:8][C@@H:9]1[C@H:13]([O:14][CH2:15][C:16]2[CH:21]=[CH:20][CH:19]=[CH:18][CH:17]=2)[C@@H:12]([CH2:22][O:23][CH2:24][C:25]2[CH:30]=[CH:29][CH:28]=[CH:27][CH:26]=2)[O:11][C:10]1([C:32]1[N:40]2[C:35]([C:36]([S:41][CH3:42])=[N:37][CH:38]=[N:39]2)=[N:34][CH:33]=1)O)[C:2]1[CH:7]=[CH:6][CH:5]=[CH:4][CH:3]=1.C([SiH](CC)CC)C. (4) Given the product [CH3:14][C:15]1[CH:19]=[C:18]([NH:20][C:21]2[C:26]([NH2:27])=[CH:25][CH:24]=[C:23]([C:30]([F:32])([F:31])[F:33])[N:22]=2)[O:17][N:16]=1, predict the reactants needed to synthesize it. The reactants are: C(=O)(O)[O-].[Na+].S(S([O-])=O)([O-])=O.[Na+].[Na+].[CH3:14][C:15]1[CH:19]=[C:18]([NH:20][C:21]2[C:26]([N+:27]([O-])=O)=[CH:25][CH:24]=[C:23]([C:30]([F:33])([F:32])[F:31])[N:22]=2)[O:17][N:16]=1.CO.C(Cl)Cl. (5) Given the product [F:39][C:2]1([F:1])[CH2:3][CH2:4][CH:5]([NH:8][C:9]([C:11]2[N:12]=[C:13]([C:31]3[CH:36]=[CH:35][C:34]([Cl:37])=[CH:33][C:32]=3[Cl:38])[N:14]([C:17]3[CH:18]=[CH:19][C:20]([O:23][Si:24]([C:27]([CH3:30])([CH3:29])[CH3:28])([CH3:25])[CH3:26])=[CH:21][CH:22]=3)[C:15]=2[CH2:16][Br:40])=[O:10])[CH2:6][CH2:7]1, predict the reactants needed to synthesize it. The reactants are: [F:1][C:2]1([F:39])[CH2:7][CH2:6][CH:5]([NH:8][C:9]([C:11]2[N:12]=[C:13]([C:31]3[CH:36]=[CH:35][C:34]([Cl:37])=[CH:33][C:32]=3[Cl:38])[N:14]([C:17]3[CH:22]=[CH:21][C:20]([O:23][Si:24]([C:27]([CH3:30])([CH3:29])[CH3:28])([CH3:26])[CH3:25])=[CH:19][CH:18]=3)[C:15]=2[CH3:16])=[O:10])[CH2:4][CH2:3]1.[Br:40]N1C(=O)CCC1=O.CC(N=NC(C#N)(C)C)(C#N)C.